Dataset: Forward reaction prediction with 1.9M reactions from USPTO patents (1976-2016). Task: Predict the product of the given reaction. (1) Given the reactants [CH3:1][N:2]1[CH:6]=[CH:5][N:4]=[C:3]1[C@H:7]1[CH2:12][CH2:11][C@H:10]([OH:13])[CH2:9][CH2:8]1.[Si:14](Cl)([C:17]([CH3:20])([CH3:19])[CH3:18])([CH3:16])[CH3:15].N1C=CN=C1, predict the reaction product. The product is: [Si:14]([O:13][C@H:10]1[CH2:11][CH2:12][C@H:7]([C:3]2[N:2]([CH3:1])[CH:6]=[CH:5][N:4]=2)[CH2:8][CH2:9]1)([C:17]([CH3:20])([CH3:19])[CH3:18])([CH3:16])[CH3:15]. (2) The product is: [CH3:3][N:2]([CH2:4][C:5]1[CH:6]=[CH:7][C:8]([C:11]2[C:20]3[C:15](=[CH:16][CH:17]=[CH:18][C:19]=3[OH:21])[C:14](=[O:22])[NH:13][CH:12]=2)=[CH:9][CH:10]=1)[CH3:1]. Given the reactants [CH3:1][N:2]([CH2:4][C:5]1[CH:10]=[CH:9][C:8]([C:11]2[C:20]3[C:15](=[CH:16][CH:17]=[CH:18][C:19]=3[OH:21])[C:14]([O:22]C)=[N:13][CH:12]=2)=[CH:7][CH:6]=1)[CH3:3].Br.O, predict the reaction product. (3) Given the reactants C1(C)C=CC(S(O[CH2:11][CH2:12][O:13][CH3:14])(=O)=O)=CC=1.[F:16][C:17]([F:21])([F:20])[CH2:18][OH:19], predict the reaction product. The product is: [F:16][C:17]([F:21])([F:20])[CH2:18][O:19][CH2:14][O:13][CH2:12][CH3:11]. (4) Given the reactants [Cl:1][C:2]1[CH:10]=[C:9]2[C:5]([C:6]([C:11]([N:13]3[CH2:18][CH2:17][C:16]4([C:22]5[CH:23]=[CH:24][CH:25]=[CH:26][C:21]=5[CH2:20][O:19]4)[CH2:15][CH2:14]3)=[O:12])=[CH:7][NH:8]2)=[CH:4][CH:3]=1.Cl[CH2:28][C:29]([N:31]1[CH2:36][CH2:35][N:34]([CH3:37])[CH2:33][CH2:32]1)=[O:30], predict the reaction product. The product is: [Cl:1][C:2]1[CH:10]=[C:9]2[C:5]([C:6]([C:11]([N:13]3[CH2:18][CH2:17][C:16]4([C:22]5[CH:23]=[CH:24][CH:25]=[CH:26][C:21]=5[CH2:20][O:19]4)[CH2:15][CH2:14]3)=[O:12])=[CH:7][N:8]2[CH2:28][C:29]([N:31]2[CH2:36][CH2:35][N:34]([CH3:37])[CH2:33][CH2:32]2)=[O:30])=[CH:4][CH:3]=1. (5) The product is: [C:51]([O:50][C@@H:45]([C:36]1[C:35]([CH3:55])=[CH:34][C:32]2[N:33]=[C:29]([C:12]3[S:11][C:10]([N:7]4[CH2:6][CH2:5][N:4]([CH:1]([CH3:2])[CH3:3])[CH2:9][CH2:8]4)=[N:14][CH:13]=3)[S:30][C:31]=2[C:37]=1[C:38]1[CH:39]=[CH:40][C:41]([Cl:44])=[CH:42][CH:43]=1)[C:46]([O:48][CH3:49])=[O:47])([CH3:54])([CH3:52])[CH3:53]. Given the reactants [CH:1]([N:4]1[CH2:9][CH2:8][N:7]([C:10]2[S:11][C:12]([Sn](CCCC)(CCCC)CCCC)=[CH:13][N:14]=2)[CH2:6][CH2:5]1)([CH3:3])[CH3:2].Br[C:29]1[S:30][C:31]2[C:37]([C:38]3[CH:43]=[CH:42][C:41]([Cl:44])=[CH:40][CH:39]=3)=[C:36]([C@H:45]([O:50][C:51]([CH3:54])([CH3:53])[CH3:52])[C:46]([O:48][CH3:49])=[O:47])[C:35]([CH3:55])=[CH:34][C:32]=2[N:33]=1.O1CCOCC1, predict the reaction product. (6) Given the reactants [C:1]([O:5][C:6](=[O:28])[NH:7][C@@H:8]([CH2:19][C:20]1[CH:25]=[CH:24][C:23]([OH:26])=[CH:22][C:21]=1[F:27])[C:9]([N:11]1[CH2:15][CH2:14][CH2:13][C@H:12]1[C:16](=[O:18])[NH2:17])=[O:10])([CH3:4])([CH3:3])[CH3:2].CCN(C(C)C)C(C)C.C1C=CC(N([S:45]([C:48]([F:51])([F:50])[F:49])(=[O:47])=[O:46])[S:45]([C:48]([F:51])([F:50])[F:49])(=[O:47])=[O:46])=CC=1, predict the reaction product. The product is: [C:1]([O:5][C:6]([NH:7][C@H:8]([C:9]([N:11]1[CH2:15][CH2:14][CH2:13][C@H:12]1[C:16](=[O:18])[NH2:17])=[O:10])[CH2:19][C:20]1[CH:25]=[CH:24][C:23]([O:26][S:45]([C:48]([F:51])([F:50])[F:49])(=[O:47])=[O:46])=[CH:22][C:21]=1[F:27])=[O:28])([CH3:4])([CH3:2])[CH3:3]. (7) Given the reactants [CH2:1]([O:8][C:9]([N:11]1[CH2:16][CH2:15][CH2:14][CH:13]([C:17]2O[C:20](=O)[S:19][N:18]=2)[CH2:12]1)=[O:10])[C:2]1[CH:7]=[CH:6][CH:5]=[CH:4][CH:3]=1.[C:23]([O:27][CH2:28][CH3:29])(=[O:26])[C:24]#[CH:25], predict the reaction product. The product is: [CH2:1]([O:8][C:9]([N:11]1[CH2:16][CH2:15][CH2:14][CH:13]([C:17]2[CH:25]=[C:24]([C:23]([O:27][CH2:28][CH3:29])=[O:26])[S:19][N:18]=2)[CH2:12]1)=[O:10])[C:2]1[CH:3]=[CH:4][CH:5]=[CH:6][CH:7]=1.[CH2:1]([O:8][C:9]([N:11]1[CH2:16][CH2:15][CH2:14][CH:13]([C:17]2[C:24]([C:23]([O:27][CH2:28][CH3:29])=[O:26])=[CH:20][S:19][N:18]=2)[CH2:12]1)=[O:10])[C:2]1[CH:3]=[CH:4][CH:5]=[CH:6][CH:7]=1. (8) Given the reactants [C:1]([C:3]1[S:4][C:5]2[C:11]([C:12]#[N:13])=[C:10](/[N:14]=[CH:15]/[N:16](C)C)[CH:9]=[CH:8][C:6]=2[N:7]=1)#[N:2].[O:19]1[C:23]2[CH:24]=[CH:25][C:26](N)=[CH:27][C:22]=2[CH2:21][CH2:20]1.[K+].[Br-], predict the reaction product. The product is: [O:19]1[C:23]2[CH:24]=[CH:25][C:26]([NH:13][C:12]3[C:11]4[C:10](=[CH:9][CH:8]=[C:6]5[N:7]=[C:3]([C:1]#[N:2])[S:4][C:5]5=4)[N:14]=[CH:15][N:16]=3)=[CH:27][C:22]=2[CH2:21][CH2:20]1.